This data is from Full USPTO retrosynthesis dataset with 1.9M reactions from patents (1976-2016). The task is: Predict the reactants needed to synthesize the given product. (1) Given the product [S:29]1[CH:30]=[CH:31][CH:32]=[C:28]1[C:26]([CH2:25][N:14]1[CH2:15][CH2:16][CH:11]([C:9](=[O:10])[C:6]2[CH:7]=[CH:8][C:3]([Cl:2])=[CH:4][CH:5]=2)[CH2:12][CH2:13]1)=[O:27], predict the reactants needed to synthesize it. The reactants are: Cl.[Cl:2][C:3]1[CH:8]=[CH:7][C:6]([C:9]([CH:11]2[CH2:16][CH2:15][NH:14][CH2:13][CH2:12]2)=[O:10])=[CH:5][CH:4]=1.C(N(CC)CC)C.Br[CH2:25][C:26]([C:28]1[S:29][CH:30]=[CH:31][CH:32]=1)=[O:27].Cl. (2) The reactants are: [Cl:1][C:2]1[CH:3]=[C:4]([C:9]2[N:14]=[CH:13][N:12]=[C:11]([C:15]#[N:16])[CH:10]=2)[CH:5]=[CH:6][C:7]=1[Cl:8].C[Si](C)(C)[N-:19][Si](C)(C)C.[Li+]. Given the product [Cl:1][C:2]1[CH:3]=[C:4]([C:9]2[N:14]=[CH:13][N:12]=[C:11]([C:15]([NH2:19])=[NH:16])[CH:10]=2)[CH:5]=[CH:6][C:7]=1[Cl:8], predict the reactants needed to synthesize it. (3) The reactants are: [F:1][C:2]1[CH:37]=[CH:36][CH:35]=[C:34]([F:38])[C:3]=1[CH2:4][O:5][C:6]1[C:7]2[N:8]([C:13]([C:17]([NH:19][C:20]34[CH2:26][CH2:25][CH:24]3[CH2:23][N:22](C(OC(C)(C)C)=O)[CH2:21]4)=[O:18])=[C:14]([CH3:16])[N:15]=2)[CH:9]=[C:10]([CH3:12])[CH:11]=1.Cl. Given the product [C:20]12([NH:19][C:17]([C:13]3[N:8]4[CH:9]=[C:10]([CH3:12])[CH:11]=[C:6]([O:5][CH2:4][C:3]5[C:2]([F:1])=[CH:37][CH:36]=[CH:35][C:34]=5[F:38])[C:7]4=[N:15][C:14]=3[CH3:16])=[O:18])[CH2:26][CH2:25][CH:24]1[CH2:23][NH:22][CH2:21]2, predict the reactants needed to synthesize it. (4) Given the product [C:1]([O:5][C:6](=[O:24])[NH:7][C:8]1[CH:13]=[C:12]([N:14]([CH2:16][CH2:17][O:18][CH3:19])[CH3:15])[C:11]([Cl:20])=[CH:10][C:9]=1[NH2:21])([CH3:4])([CH3:2])[CH3:3], predict the reactants needed to synthesize it. The reactants are: [C:1]([O:5][C:6](=[O:24])[NH:7][C:8]1[CH:13]=[C:12]([N:14]([CH2:16][CH2:17][O:18][CH3:19])[CH3:15])[C:11]([Cl:20])=[CH:10][C:9]=1[N+:21]([O-])=O)([CH3:4])([CH3:3])[CH3:2].O.O.Cl[Sn]Cl. (5) Given the product [OH:1][C:2]1[CH:9]=[CH:8][CH:7]=[C:6]([O:10][CH2:19][C:20]2[C:21]([C:26]3[N:30]([CH:31]([CH3:33])[CH3:32])[N:29]=[CH:28][CH:27]=3)=[N:22][CH:23]=[CH:24][CH:25]=2)[C:3]=1[CH:4]=[O:5], predict the reactants needed to synthesize it. The reactants are: [OH:1][C:2]1[CH:9]=[CH:8][CH:7]=[C:6]([OH:10])[C:3]=1[CH:4]=[O:5].C([O-])([O-])=O.[Cs+].[Cs+].Cl.Cl[CH2:19][C:20]1[C:21]([C:26]2[N:30]([CH:31]([CH3:33])[CH3:32])[N:29]=[CH:28][CH:27]=2)=[N:22][CH:23]=[CH:24][CH:25]=1. (6) Given the product [O:42]=[S:38]1(=[O:43])[CH2:39][CH2:40][CH:41]=[C:37]1[C:27]1[CH:26]=[CH:25][C:23]2[NH:24][C:19]([C:3]3[C:4](=[O:18])[N:5]([CH2:13][CH2:14][CH:15]([CH3:17])[CH3:16])[N:6]=[C:7]([C:8]4[S:9][CH:10]=[CH:11][CH:12]=4)[C:2]=3[OH:1])=[N:20][S:21](=[O:31])(=[O:30])[C:22]=2[CH:28]=1, predict the reactants needed to synthesize it. The reactants are: [OH:1][C:2]1[C:7]([C:8]2[S:9][CH:10]=[CH:11][CH:12]=2)=[N:6][N:5]([CH2:13][CH2:14][CH:15]([CH3:17])[CH3:16])[C:4](=[O:18])[C:3]=1[C:19]1[NH:24][C:23]2[CH:25]=[CH:26][C:27](I)=[CH:28][C:22]=2[S:21](=[O:31])(=[O:30])[N:20]=1.C([Sn](CCCC)(CCCC)[C:37]1[S:38](=[O:43])(=[O:42])[CH2:39][CH2:40][CH:41]=1)CCC. (7) Given the product [Cl:1][C:2]1[N:7]=[C:6]([NH:9][C:10]2[CH:15]=[CH:14][CH:13]=[CH:12][CH:11]=2)[CH:5]=[CH:4][N:3]=1, predict the reactants needed to synthesize it. The reactants are: [Cl:1][C:2]1[N:7]=[C:6](Cl)[CH:5]=[CH:4][N:3]=1.[NH2:9][C:10]1[CH:15]=[CH:14][CH:13]=[CH:12][CH:11]=1.C(N(CC)CC)C. (8) Given the product [CH3:33][C@@H:28]([O:27][C:25]1[CH:24]=[CH:23][CH:22]=[C:21]2[C:26]=1[C:17]([NH:16][C:4]1[CH:5]=[CH:6][C:7]([O:8][CH2:9][C:10]3[CH:15]=[CH:14][CH:13]=[CH:12][N:11]=3)=[C:2]([CH3:1])[CH:3]=1)=[N:18][CH:19]=[N:20]2)[C:29](=[O:31])[N:34]1[CH2:38][CH2:37][CH2:36][CH2:35]1, predict the reactants needed to synthesize it. The reactants are: [CH3:1][C:2]1[CH:3]=[C:4]([NH:16][C:17]2[C:26]3[C:21](=[CH:22][CH:23]=[CH:24][C:25]=3[O:27][C@H:28]([CH3:33])[C:29]([O:31]C)=O)[N:20]=[CH:19][N:18]=2)[CH:5]=[CH:6][C:7]=1[O:8][CH2:9][C:10]1[CH:15]=[CH:14][CH:13]=[CH:12][N:11]=1.[NH:34]1[CH2:38][CH2:37][CH2:36][CH2:35]1. (9) The reactants are: [H-].[Na+].[CH2:3]([C:10]1[C:14]2[C:15]([NH:19][CH2:20][C:21]3[CH:26]=[CH:25][C:24]([Cl:27])=[CH:23][CH:22]=3)=[N:16][CH:17]=[CH:18][C:13]=2[NH:12][C:11]=1[CH3:28])[C:4]1[CH:9]=[CH:8][CH:7]=[CH:6][CH:5]=1.I[CH3:30]. Given the product [ClH:27].[CH2:3]([C:10]1[C:14]2[C:15]([NH:19][CH2:20][C:21]3[CH:22]=[CH:23][C:24]([Cl:27])=[CH:25][CH:26]=3)=[N:16][CH:17]=[CH:18][C:13]=2[N:12]([CH3:30])[C:11]=1[CH3:28])[C:4]1[CH:5]=[CH:6][CH:7]=[CH:8][CH:9]=1, predict the reactants needed to synthesize it.